This data is from Full USPTO retrosynthesis dataset with 1.9M reactions from patents (1976-2016). The task is: Predict the reactants needed to synthesize the given product. (1) Given the product [CH3:1][O:2][C:3]1[C:12]([O:13][CH3:14])=[CH:11][C:10]2[C:9]3[N:8]([CH2:7][CH:6]([CH3:15])[C:5]=2[CH:4]=1)[CH:26]=[C:27]([C:28]([OH:30])=[O:29])[C:33](=[O:35])[CH:34]=3, predict the reactants needed to synthesize it. The reactants are: [CH3:1][O:2][C:3]1[CH:4]=[C:5]2[C:10](=[CH:11][C:12]=1[O:13][CH3:14])[CH:9]=[N:8][CH2:7][CH:6]2[CH3:15].Cl.O1CCOCC1.CN([CH:26]=[C:27]([C:33](=[O:35])[CH3:34])[C:28]([O:30]CC)=[O:29])C. (2) Given the product [I-:19].[CH2:1]([N:8]([C:12]1[CH:17]=[CH:16][CH:15]=[CH:14][CH:13]=1)[C:9]([O:10][C@@H:21]1[CH:23]2[CH2:13][CH2:12][N+:8]([CH3:9])([CH2:1][CH2:2]2)[CH2:20]1)=[O:11])[C:2]1[CH:3]=[CH:4][CH:5]=[CH:6][CH:7]=1, predict the reactants needed to synthesize it. The reactants are: [CH2:1]([N:8]([C:12]1[CH:17]=[CH:16][CH:15]=[CH:14][CH:13]=1)[C:9](=[O:11])[O-:10])[C:2]1[CH:7]=[CH:6][CH:5]=[CH:4][CH:3]=1.C[I:19].[CH3:20][C:21]([CH3:23])=O. (3) Given the product [CH3:38][O:41][C:42]1[CH:43]=[CH:4][C:3]([CH2:13][N:22]([CH2:34][C:33]2[CH:32]=[CH:31][C:30]([O:26][CH3:23])=[CH:37][CH:36]=2)[S:19]([C:16]2[CH:17]=[CH:18][C:13]([C:3]3[C:4]([C:7]4[CH:8]=[CH:9][CH:10]=[CH:11][CH:12]=4)=[N:5][O:6][C:2]=3[CH3:1])=[CH:14][CH:15]=2)(=[O:21])=[O:20])=[CH:2][CH:1]=1, predict the reactants needed to synthesize it. The reactants are: [CH3:1][C:2]1[O:6][N:5]=[C:4]([C:7]2[CH:12]=[CH:11][CH:10]=[CH:9][CH:8]=2)[C:3]=1[C:13]1[CH:18]=[CH:17][C:16]([S:19]([NH2:22])(=[O:21])=[O:20])=[CH:15][CH:14]=1.[C:23](=[O:26])([O-])[O-].[K+].[K+].C[C:30]1[CH:37]=[CH:36][C:33]([CH2:34]Cl)=[CH:32][CH:31]=1.[C:38]([O:41][CH2:42][CH3:43])(=O)C. (4) Given the product [F:1][C:2]1[CH:11]=[C:10]2[C:5](=[N:4][C:3]=1[O:13][CH2:14][CH2:15][CH2:16][CH2:17][N:31]1[CH2:30][CH2:29][N:28]([C:23]3[CH:24]=[CH:25][CH:26]=[C:27]4[C:22]=3[CH2:21][CH2:20][CH2:19]4)[CH2:33][CH2:32]1)[NH:6][C:7](=[O:12])[CH2:8][CH2:9]2, predict the reactants needed to synthesize it. The reactants are: [F:1][C:2]1[C:3]([O:13][CH2:14][CH2:15][CH2:16][CH:17]=O)=[N:4][C:5]2[NH:6][C:7](=[O:12])[CH2:8][CH2:9][C:10]=2[CH:11]=1.[CH2:19]1[C:27]2[C:22](=[C:23]([N:28]3[CH2:33][CH2:32][NH:31][CH2:30][CH2:29]3)[CH:24]=[CH:25][CH:26]=2)[CH2:21][CH2:20]1.